This data is from Catalyst prediction with 721,799 reactions and 888 catalyst types from USPTO. The task is: Predict which catalyst facilitates the given reaction. Reactant: CS[C:3]1[N:4]=[CH:5][C:6]2[CH2:12][N:11]([C:13]3[CH:14]=[C:15]([CH:29]=[CH:30][CH:31]=3)[C:16]([NH:18][C:19]3[CH:24]=[CH:23][CH:22]=[C:21]([C:25]([F:28])([F:27])[F:26])[CH:20]=3)=[O:17])[CH2:10][CH2:9][C:7]=2[N:8]=1. Product: [N:8]1[C:7]2[CH2:9][CH2:10][N:11]([C:13]3[CH:14]=[C:15]([CH:29]=[CH:30][CH:31]=3)[C:16]([NH:18][C:19]3[CH:24]=[CH:23][CH:22]=[C:21]([C:25]([F:27])([F:26])[F:28])[CH:20]=3)=[O:17])[CH2:12][C:6]=2[CH:5]=[N:4][CH:3]=1. The catalyst class is: 171.